Dataset: Reaction yield outcomes from USPTO patents with 853,638 reactions. Task: Predict the reaction yield, written as a fraction of the theoretical maximum amount of product (1.0 means a 100% yield; for example, 0.34 means a 34% yield). (1) The reactants are I([O-])(=O)(=O)=[O:2].[Na+].[Br:7][C:8]1[C:9](=[O:31])[C:10]([O:23][CH2:24][C:25]2[CH:30]=[CH:29][CH:28]=[CH:27][CH:26]=2)=[C:11]([C:19]([O:21][CH3:22])=[O:20])[N:12]([CH2:14][CH:15]([OH:18])CO)[CH:13]=1. The catalyst is O. The product is [Br:7][C:8]1[C:9](=[O:31])[C:10]([O:23][CH2:24][C:25]2[CH:30]=[CH:29][CH:28]=[CH:27][CH:26]=2)=[C:11]([C:19]([O:21][CH3:22])=[O:20])[N:12]([CH2:14][CH:15]([OH:2])[OH:18])[CH:13]=1. The yield is 0.880. (2) The reactants are [N:1]([CH2:4][C:5]1[C:13]2[N:12]=[CH:11][N:10]([C:14]([O:16][C:17]([CH3:20])([CH3:19])[CH3:18])=[O:15])[C:9]=2[CH:8]=[CH:7][CH:6]=1)=[N+]=[N-].[Cl:21][C:22]1[CH:23]=[C:24]([CH:35]=[CH:36][C:37]=1[C:38]([O:40][CH3:41])=[O:39])[C:25](ON1C(=O)CCC1=O)=[O:26]. The catalyst is [Pd].CO.C1C=CC=CC=1. The product is [Cl:21][C:22]1[CH:23]=[C:24]([C:25]([NH:1][CH2:4][C:5]2[C:13]3[N:12]=[CH:11][N:10]([C:14]([O:16][C:17]([CH3:20])([CH3:19])[CH3:18])=[O:15])[C:9]=3[CH:8]=[CH:7][CH:6]=2)=[O:26])[CH:35]=[CH:36][C:37]=1[C:38]([O:40][CH3:41])=[O:39]. The yield is 0.660. (3) The reactants are [Cl:1][CH2:2][CH2:3][CH2:4][CH:5]([C:28]1[CH:33]=[CH:32][C:31]([F:34])=[CH:30][CH:29]=1)[C:6](/[N:8]=[C:9](\SC)/[NH:10][C:11]1[CH:16]=[CH:15][C:14]([C:17]2[O:21][C:20]3=[CH:22][N:23]=[C:24]([CH3:25])[N:19]3[N:18]=2)=[CH:13][CH:12]=1)=O.O.[NH2:36][NH2:37]. The yield is 0.640. The product is [Cl:1][CH2:2][CH2:3][CH2:4][CH:5]([C:6]1[NH:37][N:36]=[C:9]([NH:10][C:11]2[CH:16]=[CH:15][C:14]([C:17]3[O:21][C:20]4=[CH:22][N:23]=[C:24]([CH3:25])[N:19]4[N:18]=3)=[CH:13][CH:12]=2)[N:8]=1)[C:28]1[CH:33]=[CH:32][C:31]([F:34])=[CH:30][CH:29]=1. The catalyst is CCO. (4) No catalyst specified. The yield is 0.690. The reactants are Cl[CH2:2][C:3]([N:5]1[C:14]2[C:9](=[CH:10][CH:11]=[CH:12][CH:13]=2)[CH2:8][CH2:7][CH2:6]1)=[O:4].[C:15]1([N:21]2[CH:25]=[CH:24][N:23]=[C:22]2[SH:26])[CH:20]=[CH:19][CH:18]=[CH:17][CH:16]=1. The product is [N:5]1([C:3](=[O:4])[CH2:2][S:26][C:22]2[N:21]([C:15]3[CH:20]=[CH:19][CH:18]=[CH:17][CH:16]=3)[CH:25]=[CH:24][N:23]=2)[C:14]2[C:9](=[CH:10][CH:11]=[CH:12][CH:13]=2)[CH2:8][CH2:7][CH2:6]1.